This data is from NCI-60 drug combinations with 297,098 pairs across 59 cell lines. The task is: Regression. Given two drug SMILES strings and cell line genomic features, predict the synergy score measuring deviation from expected non-interaction effect. (1) Drug 1: CC1C(C(CC(O1)OC2CC(CC3=C2C(=C4C(=C3O)C(=O)C5=C(C4=O)C(=CC=C5)OC)O)(C(=O)CO)O)N)O.Cl. Drug 2: C1=C(C(=O)NC(=O)N1)N(CCCl)CCCl. Cell line: SK-OV-3. Synergy scores: CSS=19.5, Synergy_ZIP=0.440, Synergy_Bliss=0.470, Synergy_Loewe=3.59, Synergy_HSA=2.01. (2) Drug 1: CC1=C(C(=CC=C1)Cl)NC(=O)C2=CN=C(S2)NC3=CC(=NC(=N3)C)N4CCN(CC4)CCO. Drug 2: CC1C(C(CC(O1)OC2CC(CC3=C2C(=C4C(=C3O)C(=O)C5=C(C4=O)C(=CC=C5)OC)O)(C(=O)CO)O)N)O.Cl. Cell line: UACC62. Synergy scores: CSS=37.7, Synergy_ZIP=-4.43, Synergy_Bliss=-0.179, Synergy_Loewe=-2.95, Synergy_HSA=1.53.